This data is from Forward reaction prediction with 1.9M reactions from USPTO patents (1976-2016). The task is: Predict the product of the given reaction. (1) Given the reactants [CH3:1][C:2]1[N:7]=[C:6]([C:8]2[CH:13]=[CH:12][CH:11]=[C:10]([C:14]3[CH:15]=[C:16]([S:20](Cl)(=[O:22])=[O:21])[CH:17]=[CH:18][CH:19]=3)[N:9]=2)[CH:5]=[C:4]([C:24]2[CH:29]=[CH:28][C:27]([C:30]([F:33])([F:32])[F:31])=[CH:26][CH:25]=2)[CH:3]=1.[CH2:34]([NH2:41])[C:35]1[CH:40]=[CH:39][CH:38]=[CH:37][CH:36]=1, predict the reaction product. The product is: [CH2:34]([NH:41][S:20]([C:16]1[CH:17]=[CH:18][CH:19]=[C:14]([C:10]2[N:9]=[C:8]([C:6]3[CH:5]=[C:4]([C:24]4[CH:25]=[CH:26][C:27]([C:30]([F:32])([F:33])[F:31])=[CH:28][CH:29]=4)[CH:3]=[C:2]([CH3:1])[N:7]=3)[CH:13]=[CH:12][CH:11]=2)[CH:15]=1)(=[O:22])=[O:21])[C:35]1[CH:40]=[CH:39][CH:38]=[CH:37][CH:36]=1. (2) Given the reactants [NH2:1][C:2]1[CH:7]=[CH:6][C:5]([N:8]2[CH2:13][CH2:12][N:11]([CH:14]([C:22]3[CH:27]=[CH:26][CH:25]=[CH:24][CH:23]=3)[C:15]([N:17]([CH2:20][CH3:21])[CH2:18][CH3:19])=[O:16])[CH2:10][CH2:9]2)=[C:4]([F:28])[CH:3]=1.[N:29]([C:32]1[C:33]([CH3:38])=[N:34][O:35][C:36]=1[CH3:37])=[C:30]=[O:31], predict the reaction product. The product is: [CH3:38][C:33]1[C:32]([NH:29][C:30](=[O:31])[NH:1][C:2]2[CH:7]=[CH:6][C:5]([N:8]3[CH2:13][CH2:12][N:11]([CH:14]([C:22]4[CH:23]=[CH:24][CH:25]=[CH:26][CH:27]=4)[C:15]([N:17]([CH2:18][CH3:19])[CH2:20][CH3:21])=[O:16])[CH2:10][CH2:9]3)=[C:4]([F:28])[CH:3]=2)=[C:36]([CH3:37])[O:35][N:34]=1. (3) Given the reactants Cl[C:2]1[C:11]2[C:6](=[C:7]([C:15]([F:18])([F:17])[F:16])[CH:8]=[C:9]([N+:12]([O-:14])=[O:13])[CH:10]=2)[N:5]=[CH:4][C:3]=1[C:19]#[N:20].[Cl:21][C:22]1[CH:23]=[C:24]([CH:26]=[CH:27][C:28]=1[F:29])[NH2:25], predict the reaction product. The product is: [Cl:21][C:22]1[CH:23]=[C:24]([NH:25][C:2]2[C:11]3[C:6](=[C:7]([C:15]([F:18])([F:17])[F:16])[CH:8]=[C:9]([N+:12]([O-:14])=[O:13])[CH:10]=3)[N:5]=[CH:4][C:3]=2[C:19]#[N:20])[CH:26]=[CH:27][C:28]=1[F:29]. (4) Given the reactants [Cl:1][C:2]1[CH:19]=[C:18]([NH:20][C:21]2[CH:26]=[CH:25][C:24]([F:27])=[CH:23][C:22]=2[F:28])[CH:17]=[CH:16][C:3]=1[C:4]([C:6]1[CH:7]=[C:8]([CH:12]=[CH:13][C:14]=1[CH3:15])[C:9](O)=[O:10])=[O:5].[CH3:29][N:30]([CH3:32])[NH2:31], predict the reaction product. The product is: [CH3:29][N:30]([CH3:32])[NH:31][C:9](=[O:10])[C:8]1[CH:12]=[CH:13][C:14]([CH3:15])=[C:6]([C:4](=[O:5])[C:3]2[CH:16]=[CH:17][C:18]([NH:20][C:21]3[CH:26]=[CH:25][C:24]([F:27])=[CH:23][C:22]=3[F:28])=[CH:19][C:2]=2[Cl:1])[CH:7]=1. (5) Given the reactants C(NC(C)C)(C)C.C([Li])CCC.[F:13][C:14]1[CH:15]=[N:16][CH:17]=[C:18]([F:20])[CH:19]=1.[CH:21](OC)=[O:22].C([O-])(O)=O.[Na+], predict the reaction product. The product is: [F:13][C:14]1[CH:15]=[N:16][CH:17]=[C:18]([F:20])[C:19]=1[CH:21]=[O:22]. (6) Given the reactants [OH:1][C:2]1[CH:3]=[C:4]([C:8]#[C:9][C:10]2[CH:15]=[CH:14][C:13]([CH2:16][CH2:17][C:18]([O:20][CH3:21])=[O:19])=[CH:12][CH:11]=2)[CH:5]=[CH:6][CH:7]=1.Br[CH2:23][C:24]1[CH:29]=[CH:28][CH:27]=[CH:26][CH:25]=1, predict the reaction product. The product is: [CH2:23]([O:1][C:2]1[CH:3]=[C:4]([C:8]#[C:9][C:10]2[CH:11]=[CH:12][C:13]([CH2:16][CH2:17][C:18]([O:20][CH3:21])=[O:19])=[CH:14][CH:15]=2)[CH:5]=[CH:6][CH:7]=1)[C:24]1[CH:29]=[CH:28][CH:27]=[CH:26][CH:25]=1. (7) Given the reactants [CH:1]1([CH:7]=[O:8])[CH2:6][CH2:5][CH2:4][CH2:3][CH2:2]1.[CH3:9][C:10](C)([O-])[CH3:11].[K+].C(Br)C=C.Cl, predict the reaction product. The product is: [CH2:11]([C:1]1([CH2:7][OH:8])[CH2:6][CH2:5][CH2:4][CH2:3][CH2:2]1)[CH:10]=[CH2:9]. (8) The product is: [CH3:1][O:2][C:3]1[CH:4]=[C:5]([CH:20]=[CH:21][CH:22]=1)[C:6]([N:8]1[C:17]2[C:12](=[CH:13][CH:14]=[CH:15][CH:16]=2)[CH:11]([N:23]2[C:32]3[C:27](=[CH:28][C:29]([O:33][CH2:34][CH2:35][CH2:36][CH2:37][C:38]([O:40][CH2:41][CH3:42])=[O:39])=[CH:30][CH:31]=3)[CH2:26][CH2:25][CH2:24]2)[CH2:10][CH:9]1[CH3:19])=[O:7]. Given the reactants [CH3:1][O:2][C:3]1[CH:4]=[C:5]([CH:20]=[CH:21][CH:22]=1)[C:6]([N:8]1[C:17]2[C:12](=[CH:13][CH:14]=[CH:15][CH:16]=2)[CH:11](O)[CH2:10][CH:9]1[CH3:19])=[O:7].[NH:23]1[C:32]2[C:27](=[CH:28][C:29]([O:33][CH2:34][CH2:35][CH2:36][CH2:37][C:38]([O:40][CH2:41][CH3:42])=[O:39])=[CH:30][CH:31]=2)[CH2:26][CH2:25][CH2:24]1, predict the reaction product.